Dataset: Reaction yield outcomes from USPTO patents with 853,638 reactions. Task: Predict the reaction yield, written as a fraction of the theoretical maximum amount of product (1.0 means a 100% yield; for example, 0.34 means a 34% yield). (1) The product is [F:24][C:20]1[CH:19]=[C:18]([C:13]2[C:12]([CH2:11][NH:10][C:7]3[CH:8]=[CH:9][C:4]([C:3]([NH:29][CH:26]([CH3:28])[CH3:27])=[O:25])=[CH:5][N:6]=3)=[C:16]([CH3:17])[O:15][N:14]=2)[CH:23]=[CH:22][CH:21]=1. The yield is 0.330. The reactants are CO[C:3](=[O:25])[C:4]1[CH:9]=[CH:8][C:7]([NH:10][CH2:11][C:12]2[C:13]([C:18]3[CH:23]=[CH:22][CH:21]=[C:20]([F:24])[CH:19]=3)=[N:14][O:15][C:16]=2[CH3:17])=[N:6][CH:5]=1.[CH:26]([NH2:29])([CH3:28])[CH3:27]. No catalyst specified. (2) The reactants are [Si]([O:8][C:9]1[CH:10]=[C:11]([CH:33]=[CH:34][CH:35]=1)[CH2:12][N:13]1[CH2:17][C:16](=[O:18])[N:15]([C:19]2[CH:20]=[N:21][N:22]([CH2:24][C:25]3[C:26]([CH3:31])=[N:27][O:28][C:29]=3[CH3:30])[CH:23]=2)[C:14]1=[O:32])(C(C)(C)C)(C)C.Cl. The catalyst is CO. The product is [CH3:31][C:26]1[C:25]([CH2:24][N:22]2[CH:23]=[C:19]([N:15]3[C:16](=[O:18])[CH2:17][N:13]([CH2:12][C:11]4[CH:33]=[CH:34][CH:35]=[C:9]([OH:8])[CH:10]=4)[C:14]3=[O:32])[CH:20]=[N:21]2)=[C:29]([CH3:30])[O:28][N:27]=1. The yield is 0.970. (3) The reactants are [F:1][C:2]1[CH:3]=[CH:4][C:5]([O:23][CH3:24])=[C:6]([C@H:8]2[CH2:12][CH2:11][CH2:10][N:9]2[C:13]2[CH:18]=[CH:17][N:16]3[N:19]=[CH:20][C:21]([NH2:22])=[C:15]3[N:14]=2)[CH:7]=1.CCN(C(C)C)C(C)C.C1N=CN([C:39]([N:41]2[CH:45]=N[CH:43]=[CH:42]2)=[O:40])C=1.N1CC[C@H:48]([OH:51])C1. The catalyst is C(Cl)Cl. The product is [F:1][C:2]1[CH:3]=[CH:4][C:5]([O:23][CH3:24])=[C:6]([C@H:8]2[CH2:12][CH2:11][CH2:10][N:9]2[C:13]2[CH:18]=[CH:17][N:16]3[N:19]=[CH:20][C:21]([NH:22][C:39]([N:41]4[CH2:42][CH2:43][C@H:48]([OH:51])[CH2:45]4)=[O:40])=[C:15]3[N:14]=2)[CH:7]=1. The yield is 0.830. (4) The reactants are [CH3:1][O:2][CH2:3][C:4]([OH:6])=O.[N+:7]([C:10]1[CH:16]=[CH:15][C:13]([NH2:14])=[CH:12][CH:11]=1)([O-:9])=[O:8].F[P-](F)(F)(F)(F)F.ClC1N(C)C=C[N+]=1C.C(N(CC)CC)C. The catalyst is ClCCl. The product is [CH3:1][O:2][CH2:3][C:4]([NH:14][C:13]1[CH:15]=[CH:16][C:10]([N+:7]([O-:9])=[O:8])=[CH:11][CH:12]=1)=[O:6]. The yield is 0.710. (5) The reactants are C[O:2][C:3]([CH:5]1[CH2:13][C:12]2[C:7](=[CH:8][CH:9]=[CH:10][CH:11]=2)[N:6]1[C:14]([O:16][CH2:17][C:18]1[CH:23]=[CH:22][CH:21]=[CH:20][CH:19]=1)=[O:15])=O.[BH4-].[Li+]. The catalyst is O1CCCC1. The product is [CH2:17]([O:16][C:14]([N:6]1[C:7]2[C:12](=[CH:11][CH:10]=[CH:9][CH:8]=2)[CH2:13][CH:5]1[CH2:3][OH:2])=[O:15])[C:18]1[CH:23]=[CH:22][CH:21]=[CH:20][CH:19]=1. The yield is 0.830. (6) The reactants are C(O[C:4]([NH:6][C:7]1[CH:12]=[CH:11][CH:10]=[CH:9][C:8]=1[C:13]1[CH:18]=[CH:17][CH:16]=[CH:15][C:14]=1[CH3:19])=O)C.[OH2:20]. No catalyst specified. The product is [CH3:19][C:14]1[C:13]2[C:18](=[CH:4][N:6]=[C:7]3[C:8]=2[C:9](=[O:20])[CH2:10][CH:11]=[CH:12]3)[CH:17]=[CH:16][CH:15]=1. The yield is 0.650. (7) The reactants are [CH3:1][C:2]1[CH:11]=[CH:10][C:9]2[C:4](=[CH:5][CH:6]=[CH:7][C:8]=2[N:12]2[CH2:17][CH2:16][N:15]([CH2:18][CH2:19][C:20]3[CH:21]=[C:22]([CH:24]=[CH:25][CH:26]=3)[NH2:23])[CH2:14][CH2:13]2)[N:3]=1.[C:27](Cl)(=[O:29])[CH3:28]. No catalyst specified. The product is [CH3:1][C:2]1[CH:11]=[CH:10][C:9]2[C:4](=[CH:5][CH:6]=[CH:7][C:8]=2[N:12]2[CH2:13][CH2:14][N:15]([CH2:18][CH2:19][C:20]3[CH:21]=[C:22]([NH:23][C:27](=[O:29])[CH3:28])[CH:24]=[CH:25][CH:26]=3)[CH2:16][CH2:17]2)[N:3]=1. The yield is 0.520.